Dataset: Peptide-MHC class I binding affinity with 185,985 pairs from IEDB/IMGT. Task: Regression. Given a peptide amino acid sequence and an MHC pseudo amino acid sequence, predict their binding affinity value. This is MHC class I binding data. (1) The peptide sequence is VYDFYVWL. The MHC is H-2-Kb with pseudo-sequence H-2-Kb. The binding affinity (normalized) is 0.403. (2) The peptide sequence is KRFQPFQQF. The MHC is HLA-B27:05 with pseudo-sequence HLA-B27:05. The binding affinity (normalized) is 0.536. (3) The peptide sequence is TPSQKQEPI. The MHC is HLA-B35:03 with pseudo-sequence HLA-B35:03. The binding affinity (normalized) is 0.00673. (4) The peptide sequence is ILAALFMYY. The MHC is HLA-A02:02 with pseudo-sequence HLA-A02:02. The binding affinity (normalized) is 0.144. (5) The MHC is HLA-A02:11 with pseudo-sequence HLA-A02:11. The peptide sequence is FMIDWILDA. The binding affinity (normalized) is 1.00. (6) The peptide sequence is KRIRLKHIF. The MHC is HLA-B18:01 with pseudo-sequence HLA-B18:01. The binding affinity (normalized) is 0.0847.